This data is from Peptide-MHC class I binding affinity with 185,985 pairs from IEDB/IMGT. The task is: Regression. Given a peptide amino acid sequence and an MHC pseudo amino acid sequence, predict their binding affinity value. This is MHC class I binding data. (1) The peptide sequence is RAFWGQVQK. The MHC is HLA-A02:16 with pseudo-sequence HLA-A02:16. The binding affinity (normalized) is 0.0847. (2) The peptide sequence is RMKMRRPHL. The binding affinity (normalized) is 0.277. The MHC is BoLA-JSP.1 with pseudo-sequence BoLA-JSP.1. (3) The MHC is Mamu-A01 with pseudo-sequence Mamu-A01. The peptide sequence is SPPSYFQT. The binding affinity (normalized) is 0. (4) The peptide sequence is KLIDVSKCI. The MHC is HLA-A26:01 with pseudo-sequence HLA-A26:01. The binding affinity (normalized) is 0.0847.